Dataset: Reaction yield outcomes from USPTO patents with 853,638 reactions. Task: Predict the reaction yield, written as a fraction of the theoretical maximum amount of product (1.0 means a 100% yield; for example, 0.34 means a 34% yield). The reactants are Br[C:2]1[CH:31]=[CH:30][C:5]2[C:6]3[C:11]([NH:12][C:13]4[CH:18]=[CH:17][C:16]([O:19][CH2:20][C:21]5[CH:26]=[CH:25][CH:24]=[C:23]([F:27])[CH:22]=5)=[C:15]([Cl:28])[CH:14]=4)=[N:10][CH:9]=[N:8][C:7]=3[S:29][C:4]=2[CH:3]=1.[NH:32]1[CH2:37][CH2:36][O:35][CH2:34][CH2:33]1.[H-].[Na+]. The catalyst is C1C=CC(/C=C/C(/C=C/C2C=CC=CC=2)=O)=CC=1.C1C=CC(/C=C/C(/C=C/C2C=CC=CC=2)=O)=CC=1.C1C=CC(/C=C/C(/C=C/C2C=CC=CC=2)=O)=CC=1.[Pd].[Pd]. The product is [Cl:28][C:15]1[CH:14]=[C:13]([NH:12][C:11]2[C:6]3[C:5]4[CH:30]=[CH:31][C:2]([N:32]5[CH2:37][CH2:36][O:35][CH2:34][CH2:33]5)=[CH:3][C:4]=4[S:29][C:7]=3[N:8]=[CH:9][N:10]=2)[CH:18]=[CH:17][C:16]=1[O:19][CH2:20][C:21]1[CH:26]=[CH:25][CH:24]=[C:23]([F:27])[CH:22]=1. The yield is 0.570.